Dataset: Catalyst prediction with 721,799 reactions and 888 catalyst types from USPTO. Task: Predict which catalyst facilitates the given reaction. (1) Reactant: Cl[C:2](Cl)([O:4]C(=O)OC(Cl)(Cl)Cl)Cl.[NH2:13][C:14]1[C:30]([F:31])=[CH:29][CH:28]=[CH:27][C:15]=1[C:16]([NH:18][C:19]1[CH:24]=[CH:23][CH:22]=[C:21]([Br:25])[C:20]=1[Cl:26])=[O:17].O. Product: [Br:25][C:21]1[C:20]([Cl:26])=[C:19]([N:18]2[C:16](=[O:17])[C:15]3[C:14](=[C:30]([F:31])[CH:29]=[CH:28][CH:27]=3)[NH:13][C:2]2=[O:4])[CH:24]=[CH:23][CH:22]=1. The catalyst class is: 1. (2) Reactant: [NH2:1][C:2]([C:4]1[CH:5]=[N:6][C:7]2[C:12]([C:13]=1[NH:14][C:15]1[CH:16]=[C:17]([CH:23]=[CH:24][CH:25]=1)[C:18]([O:20]CC)=[O:19])=[CH:11][CH:10]=[C:9]([C:26]1[CH:27]=[N:28][CH:29]=[N:30][CH:31]=1)[CH:8]=2)=[O:3].[OH-].[Na+]. Product: [NH2:1][C:2]([C:4]1[CH:5]=[N:6][C:7]2[C:12]([C:13]=1[NH:14][C:15]1[CH:16]=[C:17]([CH:23]=[CH:24][CH:25]=1)[C:18]([OH:20])=[O:19])=[CH:11][CH:10]=[C:9]([C:26]1[CH:27]=[N:28][CH:29]=[N:30][CH:31]=1)[CH:8]=2)=[O:3]. The catalyst class is: 8.